Dataset: Reaction yield outcomes from USPTO patents with 853,638 reactions. Task: Predict the reaction yield, written as a fraction of the theoretical maximum amount of product (1.0 means a 100% yield; for example, 0.34 means a 34% yield). The reactants are [C:1]([OH:7])(=[O:6])[CH2:2][CH2:3][CH:4]=[CH2:5].C(Cl)CCl.O[C@H:13]([C:30]1[CH:35]=[CH:34][CH:33]=[CH:32][CH:31]=1)[CH2:14][NH:15][C:16]([C@@H:18]([CH2:27][CH:28]=[CH2:29])[CH2:19][C:20]([O:22][C:23]([CH3:26])([CH3:25])[CH3:24])=[O:21])=[O:17].CCN(C(C)C)C(C)C. The catalyst is CN(C=O)C.CN(C1C=CN=CC=1)C. The product is [C:1]([O:7][C@H:13]([C:30]1[CH:31]=[CH:32][CH:33]=[CH:34][CH:35]=1)[CH2:14][NH:15][C:16]([C@@H:18]([CH2:27][CH:28]=[CH2:29])[CH2:19][C:20]([O:22][C:23]([CH3:26])([CH3:25])[CH3:24])=[O:21])=[O:17])(=[O:6])[CH2:2][CH2:3][CH:4]=[CH2:5]. The yield is 0.740.